From a dataset of Full USPTO retrosynthesis dataset with 1.9M reactions from patents (1976-2016). Predict the reactants needed to synthesize the given product. (1) Given the product [Br:13][C:12]1[CH:11]=[C:5]([C:6]([O:8][CH2:9][CH3:10])=[O:7])[CH:4]=[N:3][C:2]=1[N:1]=[CH:16][N:17]([CH3:19])[CH3:18], predict the reactants needed to synthesize it. The reactants are: [NH2:1][C:2]1[C:12]([Br:13])=[CH:11][C:5]([C:6]([O:8][CH2:9][CH3:10])=[O:7])=[CH:4][N:3]=1.CO[CH:16](OC)[N:17]([CH3:19])[CH3:18]. (2) Given the product [CH2:27]([O:34][C:35]([N:21]1[CH2:20][CH2:19][C:18]([C:12]2[CH:13]=[CH:14][CH:15]=[CH:16][CH:17]=2)([C:24]([OH:26])=[O:25])[CH2:23][CH2:22]1)=[O:36])[C:28]1[CH:33]=[CH:32][CH:31]=[CH:30][CH:29]=1, predict the reactants needed to synthesize it. The reactants are: C1(C)C(S(O)(=O)=O)=CC=CC=1.[C:12]1([C:18]2([C:24]([OH:26])=[O:25])[CH2:23][CH2:22][NH:21][CH2:20][CH2:19]2)[CH:17]=[CH:16][CH:15]=[CH:14][CH:13]=1.[CH2:27]([O:34][C:35](ON1C(=O)CCC1=O)=[O:36])[C:28]1[CH:33]=[CH:32][CH:31]=[CH:30][CH:29]=1. (3) Given the product [N:1]1([CH2:6][CH2:7][CH2:8][O:9][C:10]2[CH:15]=[CH:14][C:13]([C:16]3([C:22]([O:24][CH3:29])=[O:23])[CH2:21][CH2:20][O:19][CH2:18][CH2:17]3)=[CH:12][CH:11]=2)[CH2:5][CH2:4][CH2:3][CH2:2]1, predict the reactants needed to synthesize it. The reactants are: [N:1]1([CH2:6][CH2:7][CH2:8][O:9][C:10]2[CH:15]=[CH:14][C:13]([C:16]3([C:22]([OH:24])=[O:23])[CH2:21][CH2:20][O:19][CH2:18][CH2:17]3)=[CH:12][CH:11]=2)[CH2:5][CH2:4][CH2:3][CH2:2]1.S(Cl)(Cl)=O.[CH3:29]O. (4) The reactants are: [I:1]I.[NH2:3][CH2:4][CH2:5][C:6]1[CH:11]=[CH:10][C:9]([OH:12])=[CH:8][CH:7]=1. Given the product [I:1][C:8]1[CH:7]=[C:6]([CH:11]=[CH:10][C:9]=1[OH:12])[CH2:5][CH2:4][NH2:3], predict the reactants needed to synthesize it. (5) Given the product [C:1]([O:4][CH2:5][CH2:6][CH2:7][CH2:8][CH2:9][CH2:10][O:11][CH2:12][CH2:13][CH2:14][CH2:15][C:16]1[CH:21]=[CH:20][CH:19]=[C:18]([NH2:22])[CH:17]=1)(=[O:3])[CH3:2], predict the reactants needed to synthesize it. The reactants are: [C:1]([O:4][CH2:5][CH2:6][CH2:7][CH2:8][CH2:9][CH2:10][O:11][CH2:12][CH2:13][C:14]#[C:15][C:16]1[CH:21]=[CH:20][CH:19]=[C:18]([N+:22]([O-])=O)[CH:17]=1)(=[O:3])[CH3:2]. (6) Given the product [CH2:19]1[C:27]2[C:22](=[CH:23][CH:24]=[CH:25][CH:26]=2)[CH2:21][CH:20]1[CH2:28][O:16][C:13]1[CH:12]=[CH:11][C:10]([C:9]([NH:8][CH2:7][C:6]([OH:5])=[O:18])=[O:17])=[CH:15][CH:14]=1, predict the reactants needed to synthesize it. The reactants are: C([O:5][C:6](=[O:18])[CH2:7][NH:8][C:9](=[O:17])[C:10]1[CH:15]=[CH:14][C:13]([OH:16])=[CH:12][CH:11]=1)(C)(C)C.[CH2:19]1[C:27]2[C:22](=[CH:23][CH:24]=[CH:25][CH:26]=2)[CH2:21][CH:20]1[CH2:28]O. (7) The reactants are: [Cl:1][C:2]1[CH:21]=[CH:20][C:19](I)=[CH:18][C:3]=1[C:4]([NH:6][CH2:7][C:8]12[CH2:17][CH:12]3[CH2:13][CH:14]([CH2:16][CH:10]([CH2:11]3)[CH2:9]1)[CH2:15]2)=[O:5].[C:23]([C:26]1[CH:31]=[CH:30][C:29](B(O)O)=[CH:28][CH:27]=1)([OH:25])=[O:24].C(=O)([O-])[O-].[K+].[K+].O. Given the product [Cl:1][C:2]1[CH:21]=[CH:20][C:19]([C:29]2[CH:30]=[CH:31][C:26]([C:23]([OH:25])=[O:24])=[CH:27][CH:28]=2)=[CH:18][C:3]=1[C:4]([NH:6][CH2:7][C:8]12[CH2:17][CH:12]3[CH2:13][CH:14]([CH2:16][CH:10]([CH2:11]3)[CH2:9]1)[CH2:15]2)=[O:5], predict the reactants needed to synthesize it. (8) The reactants are: [I:1][C:2]1[CH:3]=[C:4]([CH:8]=[CH:9][C:10]=1[CH3:11])[C:5]([OH:7])=O.CCN=C=N[CH2:17][CH2:18][CH2:19][N:20](C)C.Cl.C1C=CC2N(O)N=NC=2C=1.CN1CCOCC1.C1(N)CC1. Given the product [CH:19]1([NH:20][C:5](=[O:7])[C:4]2[CH:8]=[CH:9][C:10]([CH3:11])=[C:2]([I:1])[CH:3]=2)[CH2:17][CH2:18]1, predict the reactants needed to synthesize it. (9) Given the product [CH:14]1([N:18]2[CH2:24][CH2:23][CH2:22][N:21]([C:11]([N:32]3[CH2:35][CH:34]([OH:36])[CH2:33]3)=[O:12])[CH2:20][CH2:19]2)[CH2:17][CH2:16][CH2:15]1, predict the reactants needed to synthesize it. The reactants are: C1C([N+]([O-])=O)=CC=C([Cl-][C:11]([O-])=[O:12])C=1.[CH:14]1([N:18]2[CH2:24][CH2:23][CH2:22][NH:21][CH2:20][CH2:19]2)[CH2:17][CH2:16][CH2:15]1.N1C=CC=CC=1.Cl.[NH:32]1[CH2:35][CH:34]([OH:36])[CH2:33]1.CCN(C(C)C)C(C)C. (10) The reactants are: [CH2:1]1[CH2:6][CH2:5][CH:4]([CH2:7][C@H:8]([NH2:12])[C:9]([OH:11])=[O:10])[CH2:3][CH2:2]1.[OH-].[Na+].Cl[C:16]1[O:17][C:18]2[CH:24]=[CH:23][CH:22]=[CH:21][C:19]=2[N:20]=1.Cl. Given the product [O:17]1[C:18]2[CH:24]=[CH:23][CH:22]=[CH:21][C:19]=2[N:20]=[C:16]1[NH:12][C@@H:8]([CH2:7][CH:4]1[CH2:3][CH2:2][CH2:1][CH2:6][CH2:5]1)[C:9]([OH:11])=[O:10], predict the reactants needed to synthesize it.